Task: Predict the reactants needed to synthesize the given product.. Dataset: Full USPTO retrosynthesis dataset with 1.9M reactions from patents (1976-2016) (1) Given the product [N:3]1([CH:10]2[CH2:18][C:17]3[C:12](=[CH:13][CH:14]=[C:15]([O:19][C:21]4[N:26]=[CH:25][C:24]([C:27]([NH:29][CH3:30])=[O:28])=[CH:23][CH:22]=4)[CH:16]=3)[CH2:11]2)[CH2:4][CH2:5][CH2:6][CH2:7][CH2:8][CH2:9]1, predict the reactants needed to synthesize it. The reactants are: [H-].[Na+].[N:3]1([CH:10]2[CH2:18][C:17]3[C:12](=[CH:13][CH:14]=[C:15]([OH:19])[CH:16]=3)[CH2:11]2)[CH2:9][CH2:8][CH2:7][CH2:6][CH2:5][CH2:4]1.Cl[C:21]1[N:26]=[CH:25][C:24]([C:27]([NH:29][CH3:30])=[O:28])=[CH:23][CH:22]=1. (2) Given the product [CH2:23]([NH:22][C:20]([C:19]1[CH:25]=[CH:26][C:16]([N:13]2[C:4]([CH2:3][CH:2]([CH3:1])[CH3:12])=[C:5]([C:6]([OH:8])=[O:7])[N:15]=[N:14]2)=[CH:17][CH:18]=1)=[O:21])[CH3:24], predict the reactants needed to synthesize it. The reactants are: [CH3:1][CH:2]([CH3:12])[CH2:3][C:4](=O)[CH2:5][C:6]([O:8]CC)=[O:7].[N:13]([C:16]1[CH:26]=[CH:25][C:19]([C:20]([NH:22][CH2:23][CH3:24])=[O:21])=[CH:18][CH:17]=1)=[N+:14]=[N-:15].[O-]CC.[Na+].O. (3) Given the product [CH3:29][C:19]1[CH:24]=[CH:23][C:22]([S:25]([N:14]2[N:13]3[C:3]4[C:2]5[C:7](=[CH:8][CH:9]=[CH:10][CH:1]=5)[N:6]=[CH:5][C:4]=4[N:11]=[C:12]3[CH:16]=[CH:15]2)(=[O:27])=[O:26])=[CH:21][CH:20]=1, predict the reactants needed to synthesize it. The reactants are: [CH:1]1[CH:10]=[CH:9][CH:8]=[C:7]2[C:2]=1[C:3]1[N:13]3[NH:14][CH:15]=[CH:16][C:12]3=[N:11][C:4]=1[CH:5]=[N:6]2.[H-].[Na+].[C:19]1([CH3:29])[CH:24]=[CH:23][C:22]([S:25](Cl)(=[O:27])=[O:26])=[CH:21][CH:20]=1. (4) Given the product [CH2:1]([C@@:4]1([CH3:30])[CH2:9][C@H:8]([C:10]2[CH:15]=[CH:14][CH:13]=[C:12]([Cl:16])[CH:11]=2)[C@@H:7]([C:17]2[CH:22]=[CH:21][C:20]([Cl:23])=[CH:19][CH:18]=2)[N:6]([C@@H:24]([CH2:27][CH3:28])[CH2:25][NH:36][CH3:35])[C:5]1=[O:29])[CH:2]=[CH2:3], predict the reactants needed to synthesize it. The reactants are: [CH2:1]([C@@:4]1([CH3:30])[CH2:9][C@H:8]([C:10]2[CH:15]=[CH:14][CH:13]=[C:12]([Cl:16])[CH:11]=2)[C@@H:7]([C:17]2[CH:22]=[CH:21][C:20]([Cl:23])=[CH:19][CH:18]=2)[N:6]([C@@H:24]([CH2:27][CH3:28])[CH:25]=O)[C:5]1=[O:29])[CH:2]=[CH2:3].C(O)(=O)C.[CH3:35][NH2:36].C1COCC1.C(O[BH-](OC(=O)C)OC(=O)C)(=O)C.[Na+].